Task: Regression. Given a peptide amino acid sequence and an MHC pseudo amino acid sequence, predict their binding affinity value. This is MHC class II binding data.. Dataset: Peptide-MHC class II binding affinity with 134,281 pairs from IEDB (1) The peptide sequence is EKVDAAFKVAATAAN. The MHC is DRB4_0101 with pseudo-sequence DRB4_0103. The binding affinity (normalized) is 0.342. (2) The peptide sequence is FVQALTTAAASYASV. The MHC is DRB1_0401 with pseudo-sequence DRB1_0401. The binding affinity (normalized) is 0.409. (3) The peptide sequence is GELQIVDSIDAAFKI. The MHC is DRB1_0404 with pseudo-sequence DRB1_0404. The binding affinity (normalized) is 0.651.